This data is from Forward reaction prediction with 1.9M reactions from USPTO patents (1976-2016). The task is: Predict the product of the given reaction. (1) Given the reactants [Br:1][C:2]1[CH:10]=[CH:9][C:5]([C:6]([OH:8])=O)=[C:4]([Cl:11])[CH:3]=1.[Br:12][C:13]1[S:17][C:16]([S:18]([NH2:21])(=[O:20])=[O:19])=[CH:15][CH:14]=1.CC1C=CC(S(O)(=O)=O)=CC=1, predict the reaction product. The product is: [Br:1][C:2]1[CH:10]=[CH:9][C:5]([C:6]([NH:21][S:18]([C:16]2[S:17][C:13]([Br:12])=[CH:14][CH:15]=2)(=[O:20])=[O:19])=[O:8])=[C:4]([Cl:11])[CH:3]=1. (2) Given the reactants Cl[C:2]1[CH:7]=[CH:6][C:5]([CH:8]([C:16]2[CH:21]=[CH:20][C:19]([Cl:22])=[CH:18][CH:17]=2)[CH2:9][N:10]2[CH2:15][CH2:14][NH:13][CH2:12][CH2:11]2)=[CH:4][CH:3]=1.CC1(C)C(C)(C)OB([C:31]2[CH:32]=[N:33][NH:34][CH:35]=2)O1, predict the reaction product. The product is: [Cl:22][C:19]1[CH:18]=[CH:17][C:16]([CH:8]([C:5]2[CH:6]=[CH:7][C:2]([C:31]3[CH:32]=[N:33][NH:34][CH:35]=3)=[CH:3][CH:4]=2)[CH2:9][N:10]2[CH2:11][CH2:12][NH:13][CH2:14][CH2:15]2)=[CH:21][CH:20]=1.